Dataset: Peptide-MHC class I binding affinity with 185,985 pairs from IEDB/IMGT. Task: Regression. Given a peptide amino acid sequence and an MHC pseudo amino acid sequence, predict their binding affinity value. This is MHC class I binding data. The peptide sequence is NVSLVKPTVY. The MHC is HLA-A01:01 with pseudo-sequence HLA-A01:01. The binding affinity (normalized) is 0.129.